From a dataset of Full USPTO retrosynthesis dataset with 1.9M reactions from patents (1976-2016). Predict the reactants needed to synthesize the given product. (1) Given the product [Cl:1][C:2]1[CH:3]=[CH:4][C:5]([C:8]2[NH:9][C:10]3[C:15]([C:16]=2[CH:23]([N:24]([CH3:26])[CH3:25])[C:22]2[CH:27]=[CH:28][C:29]([O:30][CH3:31])=[C:20]([O:19][CH3:18])[CH:21]=2)=[CH:14][CH:13]=[CH:12][CH:11]=3)=[CH:6][CH:7]=1, predict the reactants needed to synthesize it. The reactants are: [Cl:1][C:2]1[CH:7]=[CH:6][C:5]([C:8]2[NH:9][C:10]3[C:15]([CH:16]=2)=[CH:14][CH:13]=[CH:12][CH:11]=3)=[CH:4][CH:3]=1.[Cl-].[CH3:18][O:19][C:20]1[CH:21]=[C:22]([CH:27]=[CH:28][C:29]=1[O:30][CH3:31])[CH:23]=[N+:24]([CH3:26])[CH3:25].COC1C=C(C=CC=1OC)C=O.CNC. (2) Given the product [C:39]([O:30][CH:28]1[CH2:29][C:26]([CH2:31][C:32]([O:34][CH2:35][CH3:36])=[O:33])([C:23]2[CH:24]=[CH:25][C:20]([O:1][CH2:2][C:3]3[CH:18]=[CH:17][C:6]4[S:7][CH:8]=[C:9]([C:10]5[CH:15]=[CH:14][CH:13]=[CH:12][C:11]=5[CH3:16])[C:5]=4[CH:4]=3)=[CH:21][CH:22]=2)[CH2:27]1)(=[O:40])[CH3:38], predict the reactants needed to synthesize it. The reactants are: [OH:1][CH2:2][C:3]1[CH:18]=[CH:17][C:6]2[S:7][CH:8]=[C:9]([C:10]3[CH:15]=[CH:14][CH:13]=[CH:12][C:11]=3[CH3:16])[C:5]=2[CH:4]=1.O[C:20]1[CH:25]=[CH:24][C:23]([C:26]2([CH2:31][C:32]([O:34][CH2:35][CH3:36])=[O:33])[CH2:29][C:28](=[O:30])[CH2:27]2)=[CH:22][CH:21]=1.C1C[O:40][CH2:39][CH2:38]1. (3) Given the product [NH2:7][C@@H:8]([C@@H:9]([CH3:12])[CH2:10][CH3:11])[CH2:13][N:14]([C:15]1[CH:16]=[CH:17][C:18]([O:21][CH2:45][CH:41]2[CH2:44][CH2:43][CH2:42]2)=[CH:19][CH:20]=1)[C:22]([C@@H:24]1[CH2:26][C@H:25]1[C:27]1[CH:32]=[CH:31][C:30]([F:33])=[CH:29][N:28]=1)=[O:23], predict the reactants needed to synthesize it. The reactants are: C(OC(=O)[NH:7][C@H:8]([CH2:13][N:14]([C:22]([C@@H:24]1[CH2:26][C@H:25]1[C:27]1[CH:32]=[CH:31][C:30]([F:33])=[CH:29][N:28]=1)=[O:23])[C:15]1[CH:20]=[CH:19][C:18]([OH:21])=[CH:17][CH:16]=1)[C@@H:9]([CH3:12])[CH2:10][CH3:11])(C)(C)C.C([O-])([O-])=O.[K+].[K+].[CH:41]1([CH2:45]Br)[CH2:44][CH2:43][CH2:42]1. (4) Given the product [Br:20][C:7]1[CH:8]=[CH:9][C:10]2[C:11]3[N:12]([CH2:13][CH2:14][NH:15][S:16]([CH3:19])(=[O:17])=[O:18])[C:21]([CH2:22][CH2:23][CH2:24][CH3:25])=[N:1][C:2]=3[CH:3]=[N:4][C:5]=2[CH:6]=1, predict the reactants needed to synthesize it. The reactants are: [NH2:1][C:2]1[CH:3]=[N:4][C:5]2[C:10]([C:11]=1[NH:12][CH2:13][CH2:14][NH:15][S:16]([CH3:19])(=[O:18])=[O:17])=[CH:9][CH:8]=[C:7]([Br:20])[CH:6]=2.[C:21](Cl)(=O)[CH2:22][CH2:23][CH2:24][CH3:25]. (5) The reactants are: [CH3:1][NH:2][CH3:3].[C:4](O[BH-](OC(=O)C)OC(=O)C)(=O)C.[Na+].[CH3:18][O:19][CH2:20][CH2:21][CH2:22][O:23][C:24]1[CH:29]=[CH:28][C:27]([C@H:30]2[C@H:35]([O:36][CH2:37][CH2:38]C=O)[CH2:34][N:33]([C:41]([O:43][CH2:44][C:45]3[CH:50]=[CH:49][CH:48]=[CH:47][CH:46]=3)=[O:42])[CH2:32][C@@H:31]2[O:51][CH2:52][C:53]2[CH:54]=[CH:55][C:56]3[O:61][CH2:60][CH2:59][N:58]([CH2:62][CH2:63][CH2:64][O:65][CH3:66])[C:57]=3[CH:67]=2)=[CH:26][CH:25]=1.C(=O)(O)[O-].[Na+]. Given the product [CH3:1][N:2]([CH3:4])[CH2:3][CH2:38][CH2:37][O:36][C@H:35]1[C@H:30]([C:27]2[CH:28]=[CH:29][C:24]([O:23][CH2:22][CH2:21][CH2:20][O:19][CH3:18])=[CH:25][CH:26]=2)[C@@H:31]([O:51][CH2:52][C:53]2[CH:54]=[CH:55][C:56]3[O:61][CH2:60][CH2:59][N:58]([CH2:62][CH2:63][CH2:64][O:65][CH3:66])[C:57]=3[CH:67]=2)[CH2:32][N:33]([C:41]([O:43][CH2:44][C:45]2[CH:50]=[CH:49][CH:48]=[CH:47][CH:46]=2)=[O:42])[CH2:34]1, predict the reactants needed to synthesize it. (6) Given the product [C:25]([C:22]1[CH:21]=[CH:20][C:19]([NH:18][CH:12]2[CH2:13][CH2:14][C:9]([C:5]3[CH:6]=[CH:7][CH:8]=[C:3]([O:2][CH3:1])[CH:4]=3)([C:16]#[N:17])[CH2:10][CH2:11]2)=[CH:24][CH:23]=1)(=[O:26])[C:27]1[CH:28]=[CH:29][CH:30]=[CH:31][CH:32]=1, predict the reactants needed to synthesize it. The reactants are: [CH3:1][O:2][C:3]1[CH:4]=[C:5]([C:9]2([C:16]#[N:17])[CH2:14][CH2:13][C:12](=O)[CH2:11][CH2:10]2)[CH:6]=[CH:7][CH:8]=1.[NH2:18][C:19]1[CH:24]=[CH:23][C:22]([CH:25]([C:27]2[CH:32]=[CH:31][CH:30]=[CH:29][CH:28]=2)[OH:26])=[CH:21][CH:20]=1.C(O[BH-](OC(=O)C)OC(=O)C)(=O)C.[Na+].C(=O)([O-])O.[Na+]. (7) Given the product [CH3:19][C:20]1[C:16]([CH3:17])([CH3:18])[C:14]2[C:7](=[CH:1][CH:6]=[CH:13][CH:11]=2)[N:9]=1, predict the reactants needed to synthesize it. The reactants are: [C:1]1([C:7]([NH:9]N)=O)[CH:6]=CC=CC=1.[CH:11]([C:14]([CH:16]([CH3:18])[CH3:17])=O)([CH3:13])C.[C:19](O)(=O)[CH3:20].